This data is from Forward reaction prediction with 1.9M reactions from USPTO patents (1976-2016). The task is: Predict the product of the given reaction. (1) Given the reactants [CH2:1]([S:3](=[NH:29])([C:5]1[C:6]([C:15]2[N:27]([CH3:28])[C:18]3=[N:19][CH:20]=[C:21]([C:23]([F:26])([F:25])[F:24])[CH:22]=[C:17]3[N:16]=2)=[N:7][CH:8]=[C:9]([C:11]([F:14])([F:13])[F:12])[CH:10]=1)=[O:4])[CH3:2].C(N(CC)CC)C.[C:37](Cl)(=[O:40])[CH2:38][CH3:39], predict the reaction product. The product is: [CH2:1]([S:3]([C:5]1[C:6]([C:15]2[N:27]([CH3:28])[C:18]3=[N:19][CH:20]=[C:21]([C:23]([F:26])([F:25])[F:24])[CH:22]=[C:17]3[N:16]=2)=[N:7][CH:8]=[C:9]([C:11]([F:12])([F:13])[F:14])[CH:10]=1)(=[O:4])=[N:29][C:37](=[O:40])[CH2:38][CH3:39])[CH3:2]. (2) The product is: [CH3:17][N:9]([CH2:8][CH2:7][O:6][C:5]1[CH:18]=[CH:19][C:2]([B:24]2[O:28][C:27]([CH3:30])([CH3:29])[C:26]([CH3:32])([CH3:31])[O:25]2)=[CH:3][C:4]=1[C:20]([F:23])([F:22])[F:21])[C:10](=[O:16])[O:11][C:12]([CH3:15])([CH3:14])[CH3:13]. Given the reactants Br[C:2]1[CH:19]=[CH:18][C:5]([O:6][CH2:7][CH2:8][N:9]([CH3:17])[C:10](=[O:16])[O:11][C:12]([CH3:15])([CH3:14])[CH3:13])=[C:4]([C:20]([F:23])([F:22])[F:21])[CH:3]=1.[B:24]1([B:24]2[O:28][C:27]([CH3:30])([CH3:29])[C:26]([CH3:32])([CH3:31])[O:25]2)[O:28][C:27]([CH3:30])([CH3:29])[C:26]([CH3:32])([CH3:31])[O:25]1.C([O-])(=O)C.[K+], predict the reaction product.